Predict the reactants needed to synthesize the given product. From a dataset of Full USPTO retrosynthesis dataset with 1.9M reactions from patents (1976-2016). (1) The reactants are: [Br:1][C:2]1[CH:3]=[C:4]2[C:8](=[CH:9][CH:10]=1)[NH:7][C:6](=[O:11])[CH2:5]2.[CH2:12]([N:14]([CH2:34][CH3:35])[CH2:15][CH2:16][CH2:17][NH:18][C:19]([C:21]1[C:25]([CH:26]([CH3:28])[CH3:27])=[C:24]([CH:29]=O)[NH:23][C:22]=1[CH:31]([CH3:33])[CH3:32])=[O:20])[CH3:13]. Given the product [CH2:34]([N:14]([CH2:12][CH3:13])[CH2:15][CH2:16][CH2:17][NH:18][C:19]([C:21]1[C:25]([CH:26]([CH3:28])[CH3:27])=[C:24]([CH:29]=[C:5]2[C:4]3[C:8](=[CH:9][CH:10]=[C:2]([Br:1])[CH:3]=3)[NH:7][C:6]2=[O:11])[NH:23][C:22]=1[CH:31]([CH3:33])[CH3:32])=[O:20])[CH3:35], predict the reactants needed to synthesize it. (2) Given the product [OH:12][C@H:10]1[CH2:9][CH2:8][C@@:7]([C@H:16]2[CH2:24][CH2:23][C@@:22]3([CH3:25])[C@@H:18]([CH2:19][CH2:20][C:21]3=[CH2:26])[C@@H:17]2[CH2:27][NH:28][C:29](=[O:36])[C:30]2[CH:35]=[CH:34][CH:33]=[N:32][CH:31]=2)([CH3:37])[C@@H:6]([CH2:5][OH:4])[CH2:11]1, predict the reactants needed to synthesize it. The reactants are: C([O:4][CH2:5][C@H:6]1[CH2:11][C@@H:10]([O:12]C(=O)C)[CH2:9][CH2:8][C@:7]1([CH3:37])[C@H:16]1[CH2:24][CH2:23][C@@:22]2([CH3:25])[C@@H:18]([CH2:19][CH2:20][C:21]2=[CH2:26])[C@@H:17]1[CH2:27][NH:28][C:29](=[O:36])[C:30]1[CH:35]=[CH:34][CH:33]=[N:32][CH:31]=1)(=O)C.C([O-])([O-])=O.[K+].[K+].